This data is from Forward reaction prediction with 1.9M reactions from USPTO patents (1976-2016). The task is: Predict the product of the given reaction. (1) Given the reactants C1C=N/C(=C\NNC(N)=S)/C(=O)C=1.CC([C@@H](O)C(NCCC(NCCS)=O)=O)(COP(OP(OC[C@H]1O[C@@H](N2C3N=CN=C(N)C=3N=C2)[C@H](O)[C@@H]1OP(O)(O)=O)(O)=O)(O)=O)C.[C:62]([S:67][CH2:68][CH2:69][NH:70][C:71](=[O:114])[CH2:72][CH2:73][NH:74][C:75](=[O:113])[C@H:76]([OH:112])[C:77]([CH3:111])([CH3:110])[CH2:78][O:79][P:80]([OH:109])(=[O:108])[O:81][P:82]([OH:107])(=[O:106])[O:83][CH2:84][C@H:85]1[O:89][C@@H:88]([N:90]2[C:99]3[N:98]=[CH:97][N:96]=[C:94]([NH2:95])[C:93]=3[N:92]=[CH:91]2)[C@H:87]([OH:100])[C@@H:86]1[O:101][P:102]([OH:105])([OH:104])=[O:103])(=[O:66])[CH:63]([CH3:65])O.C(SCCNC(=O)CCNC(=O)[C@H](O)C(C)(C)COP(O)(=O)OP(O)(=O)OC[C@H]1O[C@@H](N2C3N=CN=C(N)C=3N=C2)[C@H](O)[C@@H]1OP(O)(O)=O)(=O)C=C, predict the reaction product. The product is: [C:62]([S:67][CH2:68][CH2:69][NH:70][C:71](=[O:114])[CH2:72][CH2:73][NH:74][C:75](=[O:113])[C@H:76]([OH:112])[C:77]([CH3:111])([CH3:110])[CH2:78][O:79][P:80]([OH:109])(=[O:108])[O:81][P:82]([OH:107])(=[O:106])[O:83][CH2:84][C@H:85]1[O:89][C@@H:88]([N:90]2[C:99]3[N:98]=[CH:97][N:96]=[C:94]([NH2:95])[C:93]=3[N:92]=[CH:91]2)[C@H:87]([OH:100])[C@@H:86]1[O:101][P:102]([OH:105])([OH:104])=[O:103])(=[O:66])[CH2:63][CH3:65]. (2) Given the reactants Br[C:2]1[C:10]2[C:5](=[CH:6][CH:7]=[C:8]([CH:11]=[O:12])[CH:9]=2)[N:4]([CH2:13][C:14]2[CH:19]=[CH:18][C:17]([Cl:20])=[CH:16][C:15]=2[C:21]([F:24])([F:23])[F:22])[N:3]=1.C([O-])(=O)C.[Na+].[CH3:30][N:31](C=O)C, predict the reaction product. The product is: [Cl:20][C:17]1[CH:18]=[CH:19][C:14]([CH2:13][N:4]2[C:5]3[C:10](=[CH:9][C:8]([CH:11]=[O:12])=[CH:7][CH:6]=3)[C:2]([C:30]#[N:31])=[N:3]2)=[C:15]([C:21]([F:24])([F:23])[F:22])[CH:16]=1.